Dataset: Reaction yield outcomes from USPTO patents with 853,638 reactions. Task: Predict the reaction yield, written as a fraction of the theoretical maximum amount of product (1.0 means a 100% yield; for example, 0.34 means a 34% yield). (1) The reactants are [N:1]1[O:5][N:4]=[C:3]2[CH:6]=[C:7]([CH:10]3[N:15]([C:16]([O:18][C:19]4[CH:24]=[CH:23][C:22]([N+:25]([O-:27])=[O:26])=[CH:21][CH:20]=4)=[O:17])[C:14]([O:28]C)=[N:13][C:12]([CH3:30])=[C:11]3[C:31]([O:33][CH3:34])=[O:32])[CH:8]=[CH:9][C:2]=12.[Br:35]Br. The catalyst is C(Cl)(Cl)Cl. The product is [N:1]1[O:5][N:4]=[C:3]2[CH:6]=[C:7]([CH:10]3[N:15]([C:16]([O:18][C:19]4[CH:24]=[CH:23][C:22]([N+:25]([O-:27])=[O:26])=[CH:21][CH:20]=4)=[O:17])[C:14](=[O:28])[NH:13][C:12]([CH2:30][Br:35])=[C:11]3[C:31]([O:33][CH3:34])=[O:32])[CH:8]=[CH:9][C:2]=12. The yield is 0.880. (2) The catalyst is O1CCCC1. The yield is 0.350. The product is [CH3:13][C:3]1[CH:4]=[CH:5][C:6]2[C:11](=[CH:10][CH:9]=[C:8]([CH3:12])[CH:7]=2)[C:2]=1[CH:21]=[O:22]. The reactants are Br[C:2]1[C:11]2[C:6](=[CH:7][C:8]([CH3:12])=[CH:9][CH:10]=2)[CH:5]=[CH:4][C:3]=1[CH3:13].C([Li])CCC.CN(C)[CH:21]=[O:22].[Cl-].[NH4+].